From a dataset of Full USPTO retrosynthesis dataset with 1.9M reactions from patents (1976-2016). Predict the reactants needed to synthesize the given product. (1) Given the product [CH:4]1[C:3]2[C:13](=[O:15])[C:12]3[C:11](=[CH:19][CH:18]=[CH:17][CH:16]=3)[S:1][C:2]=2[CH:10]=[CH:9][C:5]=1[C:6]([OH:8])=[O:7], predict the reactants needed to synthesize it. The reactants are: [S:1]([C:11]1[CH:19]=[CH:18][CH:17]=[CH:16][C:12]=1[C:13]([OH:15])=O)[C:2]1[CH:10]=[CH:9][C:5]([C:6]([OH:8])=[O:7])=[CH:4][CH:3]=1. (2) Given the product [CH2:1]([O:3][C:4]([C:6]1[S:7][C:8]([O:19][C:20]2[CH:25]=[CH:24][C:23]([C:28](=[O:30])[CH3:29])=[C:22]([OH:26])[CH:21]=2)=[C:9]2[C:17]3[N:16]([CH3:18])[N:15]=[CH:14][C:13]=3[CH2:12][CH2:11][C:10]=12)=[O:5])[CH3:2], predict the reactants needed to synthesize it. The reactants are: [CH2:1]([O:3][C:4]([C:6]1[S:7][C:8]([O:19][C:20]2[CH:25]=[CH:24][CH:23]=[C:22]([O:26]C)[CH:21]=2)=[C:9]2[C:17]3[N:16]([CH3:18])[N:15]=[CH:14][C:13]=3[CH2:12][CH2:11][C:10]=12)=[O:5])[CH3:2].[C:28](Cl)(=[O:30])[CH3:29].[Cl-].[Al+3].[Cl-].[Cl-].Cl. (3) Given the product [CH2:1]([N:8]1[CH2:13][CH2:12][N:11]([C:14]([C:16]2[CH:20]=[C:19]([CH3:21])[N:18]([C:22]3[CH:27]=[CH:26][CH:25]=[CH:24][CH:23]=3)[C:17]=2[C:28]2[CH:29]=[CH:30][CH:31]=[CH:32][CH:33]=2)=[O:15])[CH:10]([CH2:34][CH:35]=[O:36])[CH2:9]1)[C:2]1[CH:7]=[CH:6][CH:5]=[CH:4][CH:3]=1, predict the reactants needed to synthesize it. The reactants are: [CH2:1]([N:8]1[CH2:13][CH2:12][N:11]([C:14]([C:16]2[CH:20]=[C:19]([CH3:21])[N:18]([C:22]3[CH:27]=[CH:26][CH:25]=[CH:24][CH:23]=3)[C:17]=2[C:28]2[CH:33]=[CH:32][CH:31]=[CH:30][CH:29]=2)=[O:15])[CH:10]([CH2:34][CH2:35][OH:36])[CH2:9]1)[C:2]1[CH:7]=[CH:6][CH:5]=[CH:4][CH:3]=1.C(N(CC)CC)C.C(=O)(O)[O-].[Na+]. (4) The reactants are: Cl[C:2]1N=C2C(N=CN2C2CC(N3C=C(CC)N=N3)C(O)C2O)=C(NCC(C2C=CC=CC=2)C2C=CC=CC=2)[N:3]=1.[F:40][C:41]([F:46])([F:45])[C:42]([OH:44])=[O:43].[C:47]1([CH:53]([C:88]2[CH:93]=[CH:92][CH:91]=[CH:90][CH:89]=2)[CH2:54][NH:55][C:56]2[N:64]=[C:63](NCCN3CCCCC3)[N:62]=[C:61]3[C:57]=2[N:58]=[CH:59][N:60]3[C@@H:74]2[CH2:78][C@H:77]([N:79]3C=[C:82]([CH2:84]O)[CH:81]=[N:80]3)[C@@H:76]([OH:86])[C@H:75]2[OH:87])[CH:52]=[CH:51][CH:50]=[CH:49][CH:48]=1.[CH3:94][N:95]([CH3:101])[C@@H:96]1[CH2:100][CH2:99][NH:98][CH2:97]1. Given the product [F:40][C:41]([F:46])([F:45])[C:42]([OH:44])=[O:43].[CH3:94][N:95]([CH3:101])[C@@H:96]1[CH2:100][CH2:99][N:98]([C:63]2[N:62]=[C:61]3[C:57]([N:58]=[CH:59][N:60]3[C@@H:74]3[CH2:78][C@H:77]([N:79]4[N:80]=[C:81]([CH2:82][CH3:84])[CH:2]=[N:3]4)[C@@H:76]([OH:86])[C@H:75]3[OH:87])=[C:56]([NH:55][CH2:54][CH:53]([C:47]3[CH:48]=[CH:49][CH:50]=[CH:51][CH:52]=3)[C:88]3[CH:89]=[CH:90][CH:91]=[CH:92][CH:93]=3)[N:64]=2)[CH2:97]1, predict the reactants needed to synthesize it. (5) Given the product [F:5][C:6]1[CH:14]=[C:13]([F:15])[C:12]([F:16])=[CH:11][C:7]=1[CH2:8][N:3]1[CH2:2][CH2:1][N:4]([CH2:8][C:7]2[CH:11]=[C:12]([F:16])[C:13]([F:15])=[CH:14][C:6]=2[F:5])[C:17]1=[NH:19], predict the reactants needed to synthesize it. The reactants are: [CH2:1]([NH2:4])[CH2:2][NH2:3].[F:5][C:6]1[CH:14]=[C:13]([F:15])[C:12]([F:16])=[CH:11][C:7]=1[C:8](Cl)=O.[C:17](#[N:19])C. (6) Given the product [CH:17]([O:20][C:21]1[CH:22]=[CH:23][C:24]([CH2:27][CH2:28][O:14][C:11]2[CH:10]=[CH:9][C:8]([C:7]([NH:6][CH2:5][C:4]([OH:3])=[O:16])=[O:15])=[CH:13][CH:12]=2)=[CH:25][CH:26]=1)([CH3:19])[CH3:18], predict the reactants needed to synthesize it. The reactants are: C([O:3][C:4](=[O:16])[CH2:5][NH:6][C:7](=[O:15])[C:8]1[CH:13]=[CH:12][C:11]([OH:14])=[CH:10][CH:9]=1)C.[CH:17]([O:20][C:21]1[CH:26]=[CH:25][C:24]([CH2:27][CH2:28]O)=[CH:23][CH:22]=1)([CH3:19])[CH3:18]. (7) Given the product [C:2]([O:10][CH2:11]/[CH:12]=[C:13](\[CH3:19])/[C@@H:14]([NH:18][C:30](=[O:31])[CH2:29][C@H:28]([O:27][Si:20]([C:23]([CH3:26])([CH3:25])[CH3:24])([CH3:21])[CH3:22])[CH2:33][CH2:34][C@:35]1([CH3:48])[C@H:39]([CH:40]=[CH2:41])[O:38][C@H:37]([C:42]2[CH:47]=[CH:46][CH:45]=[CH:44][CH:43]=2)[O:36]1)[CH2:15][CH:16]=[CH2:17])(=[O:9])[C:3]1[CH:8]=[CH:7][CH:6]=[CH:5][CH:4]=1, predict the reactants needed to synthesize it. The reactants are: Cl.[C:2]([O:10][CH2:11]/[CH:12]=[C:13](\[CH3:19])/[C@@H:14]([NH2:18])[CH2:15][CH:16]=[CH2:17])(=[O:9])[C:3]1[CH:8]=[CH:7][CH:6]=[CH:5][CH:4]=1.[Si:20]([O:27][C@H:28]([CH2:33][CH2:34][C@:35]1([CH3:48])[C@H:39]([CH:40]=[CH2:41])[O:38][C@H:37]([C:42]2[CH:47]=[CH:46][CH:45]=[CH:44][CH:43]=2)[O:36]1)[CH2:29][C:30](O)=[O:31])([C:23]([CH3:26])([CH3:25])[CH3:24])([CH3:22])[CH3:21].ON1C2C=CC=CC=2N=N1.Cl.C(N=C=NCCCN(C)C)C.C(N(CC)CC)C. (8) Given the product [Cl:12][C:11]1[C:2]([O:19][CH:18]([C:20]2[CH:21]=[N:22][CH:23]=[CH:24][CH:25]=2)[C:17]([F:16])([F:26])[F:27])=[N:3][C:4]2[C:9]([N:10]=1)=[CH:8][C:7]([N+:13]([O-:15])=[O:14])=[CH:6][CH:5]=2, predict the reactants needed to synthesize it. The reactants are: Cl[C:2]1[C:11]([Cl:12])=[N:10][C:9]2[C:4](=[CH:5][CH:6]=[C:7]([N+:13]([O-:15])=[O:14])[CH:8]=2)[N:3]=1.[F:16][C:17]([F:27])([F:26])[CH:18]([C:20]1[CH:21]=[N:22][CH:23]=[CH:24][CH:25]=1)[OH:19].[H-].[Na+].[Cl-].[NH4+]. (9) Given the product [C:8]([C:7]1[C:2]([C:31]2[CH2:32][CH2:33][O:28][CH2:29][CH:30]=2)=[CH:3][C:4]([NH:10][C:11]([N:13]2[C:22]3[C:17](=[CH:18][CH:19]=[C:20]([CH:23]([O:26][CH3:27])[O:24][CH3:25])[N:21]=3)[CH2:16][CH2:15][CH2:14]2)=[O:12])=[N:5][CH:6]=1)#[N:9], predict the reactants needed to synthesize it. The reactants are: Cl[C:2]1[C:7]([C:8]#[N:9])=[CH:6][N:5]=[C:4]([NH:10][C:11]([N:13]2[C:22]3[C:17](=[CH:18][CH:19]=[C:20]([CH:23]([O:26][CH3:27])[O:24][CH3:25])[N:21]=3)[CH2:16][CH2:15][CH2:14]2)=[O:12])[CH:3]=1.[O:28]1[CH2:33][CH:32]=[C:31](B2OC(C)(C)C(C)(C)O2)[CH2:30][CH2:29]1.C([O-])([O-])=O.[Na+].[Na+].COCCOC.